From a dataset of Reaction yield outcomes from USPTO patents with 853,638 reactions. Predict the reaction yield, written as a fraction of the theoretical maximum amount of product (1.0 means a 100% yield; for example, 0.34 means a 34% yield). (1) The reactants are [NH:1]1[CH2:6][CH2:5][NH:4][CH2:3][CH2:2]1.[C:7](#[N:10])[CH:8]=[CH2:9]. The catalyst is O. The product is [N:1]1([CH2:9][CH2:8][C:7]#[N:10])[CH2:6][CH2:5][N:4]([CH2:9][CH2:8][C:7]#[N:10])[CH2:3][CH2:2]1. The yield is 0.947. (2) The reactants are [F:1][C:2]1[CH:3]=[C:4]([OH:11])[C:5](=[CH:9][CH:10]=1)[C:6](Cl)=[O:7].C(N(CC)C(C)C)(C)C.Cl.[N+:22]([C:25]1[CH:26]=[C:27]([CH:30]=[CH:31][CH:32]=1)[CH2:28][NH2:29])([O-:24])=[O:23]. The catalyst is ClCCl. The product is [F:1][C:2]1[CH:10]=[CH:9][C:5]([C:6]([NH:29][CH2:28][C:27]2[CH:30]=[CH:31][CH:32]=[C:25]([N+:22]([O-:24])=[O:23])[CH:26]=2)=[O:7])=[C:4]([OH:11])[CH:3]=1. The yield is 0.670. (3) The reactants are FC(F)(F)C(O)=O.[CH3:8][S:9]([C:12]1[CH:33]=[CH:32][C:15]([O:16][C:17]2[N:22]=[CH:21][N:20]=[C:19]3[N:23]([CH:26]4[CH2:31][CH2:30][NH:29][CH2:28][CH2:27]4)[N:24]=[CH:25][C:18]=23)=[CH:14][CH:13]=1)(=[O:11])=[O:10].C(N(CC)C(C)C)(C)C.[CH3:43][CH:44]([CH3:50])[CH2:45][CH2:46][C:47](Cl)=[O:48]. The catalyst is ClCCl. The product is [CH3:8][S:9]([C:12]1[CH:13]=[CH:14][C:15]([O:16][C:17]2[N:22]=[CH:21][N:20]=[C:19]3[N:23]([CH:26]4[CH2:27][CH2:28][N:29]([C:47](=[O:48])[CH2:46][CH2:45][CH:44]([CH3:50])[CH3:43])[CH2:30][CH2:31]4)[N:24]=[CH:25][C:18]=23)=[CH:32][CH:33]=1)(=[O:11])=[O:10]. The yield is 0.550. (4) The reactants are C(OC([NH:8][CH2:9][CH2:10][C@H:11]1[CH2:15][CH2:14][CH2:13][N:12]1[C:16]([C:18]1[CH:38]=[CH:37][C:21]([C:22]([NH:24][C@H:25]([C:27]2[NH:31][C:30]3[CH:32]=[CH:33][C:34]([Cl:36])=[CH:35][C:29]=3[N:28]=2)[CH3:26])=[O:23])=[CH:20][C:19]=1[Cl:39])=[O:17])=O)(C)(C)C.FC(F)(F)C(O)=O.ClCCl.CO.N.ClCl. No catalyst specified. The product is [NH2:8][CH2:9][CH2:10][C@H:11]1[CH2:15][CH2:14][CH2:13][N:12]1[C:16]([C:18]1[CH:38]=[CH:37][C:21]([C:22]([NH:24][C@H:25]([C:27]2[NH:31][C:30]3[CH:32]=[CH:33][C:34]([Cl:36])=[CH:35][C:29]=3[N:28]=2)[CH3:26])=[O:23])=[CH:20][C:19]=1[Cl:39])=[O:17]. The yield is 1.00. (5) The reactants are [Cl:1][C:2]1[CH:3]=[CH:4][C:5]([CH2:9][OH:10])=[C:6]([OH:8])[CH:7]=1.I[CH2:12][CH2:13][CH3:14].C([O-])([O-])=O.[K+].[K+]. The catalyst is CN(C=O)C. The product is [Cl:1][C:2]1[CH:3]=[CH:4][C:5]([CH2:9][OH:10])=[C:6]([O:8][CH2:12][CH2:13][CH3:14])[CH:7]=1. The yield is 0.580.